From a dataset of Forward reaction prediction with 1.9M reactions from USPTO patents (1976-2016). Predict the product of the given reaction. (1) Given the reactants [F:1][C:2]1[CH:7]=[C:6]([F:8])[CH:5]=[CH:4][C:3]=1[OH:9].CCN(C(C)C)C(C)C.[CH2:19](Br)[O:20][CH3:21], predict the reaction product. The product is: [F:1][C:2]1[CH:7]=[C:6]([F:8])[CH:5]=[CH:4][C:3]=1[O:9][CH2:19][O:20][CH3:21]. (2) Given the reactants [CH2:1](Br)[C:2]#[CH:3].[Mg].[CH:6](=[O:13])[C:7]1[CH:12]=[CH:11][CH:10]=[CH:9][CH:8]=1.OS(O)(=O)=O, predict the reaction product. The product is: [C:7]1([CH:6]([OH:13])[CH2:3][C:2]#[CH:1])[CH:12]=[CH:11][CH:10]=[CH:9][CH:8]=1. (3) Given the reactants [OH:1][C:2]1[CH:7]=[CH:6][C:5]([CH:8]=[CH:9][C:10]([NH:12][CH3:13])=[O:11])=[CH:4][CH:3]=1.Br[CH2:15][C:16]1[CH:21]=[CH:20][CH:19]=[C:18]([O:22][CH3:23])[CH:17]=1, predict the reaction product. The product is: [CH3:23][O:22][C:18]1[CH:17]=[C:16]([CH:21]=[CH:20][CH:19]=1)[CH2:15][O:1][C:2]1[CH:3]=[CH:4][C:5]([CH:8]=[CH:9][C:10]([NH:12][CH3:13])=[O:11])=[CH:6][CH:7]=1. (4) Given the reactants [NH:1]1[C:5]([NH2:6])=[CH:4][CH:3]=[N:2]1.[CH:7]1([CH:10]([C:21](=O)[CH3:22])[C:11](OCC2C=CC=CC=2)=[O:12])[CH2:9][CH2:8]1, predict the reaction product. The product is: [CH:7]1([C:10]2[C:11](=[O:12])[N:1]3[N:2]=[CH:3][CH:4]=[C:5]3[NH:6][C:21]=2[CH3:22])[CH2:9][CH2:8]1. (5) Given the reactants C12BC(CCC1)CCC2.[CH:10]([CH:12]1[CH2:17][CH2:16][CH2:15][N:14]([C:18]([O:20][C:21]([CH3:24])([CH3:23])[CH3:22])=[O:19])[CH2:13]1)=[CH2:11].Cl[C:26]1[C:31]2=[N:32][CH:33]=[CH:34][N:35]=[C:30]2[CH:29]=[C:28]([Cl:36])[N:27]=1.C(=O)([O-])[O-].[K+].[K+], predict the reaction product. The product is: [Cl:36][C:28]1[N:27]=[C:26]([CH2:11][CH2:10][CH:12]2[CH2:17][CH2:16][CH2:15][N:14]([C:18]([O:20][C:21]([CH3:24])([CH3:23])[CH3:22])=[O:19])[CH2:13]2)[C:31]2=[N:32][CH:33]=[CH:34][N:35]=[C:30]2[CH:29]=1. (6) Given the reactants FC(F)(F)C(O)=O.[Cl:8][C:9]1[C:10]([F:30])=[C:11]([NH:16][C:17]2[C:26]3[C:21](=[CH:22][C:23]([OH:29])=[C:24]([O:27][CH3:28])[CH:25]=3)[N:20]=[CH:19][N:18]=2)[CH:12]=[CH:13][C:14]=1[Cl:15].C(=O)([O-])[O-].[K+].[K+].CS(O[CH2:42][C@H:43]1[O:48][CH2:47][C@@H:46]2[CH2:49][CH2:50][CH2:51][N:45]2[CH2:44]1)(=O)=O, predict the reaction product. The product is: [ClH:8].[Cl:8][C:9]1[C:10]([F:30])=[C:11]([NH:16][C:17]2[C:26]3[C:21](=[CH:22][C:23]([O:29][CH2:42][C@H:43]4[O:48][CH2:47][C@@H:46]5[CH2:49][CH2:50][CH2:51][N:45]5[CH2:44]4)=[C:24]([O:27][CH3:28])[CH:25]=3)[N:20]=[CH:19][N:18]=2)[CH:12]=[CH:13][C:14]=1[Cl:15]. (7) Given the reactants [C:1]([CH:5]1[CH:18]=[CH:17][C:16]2[C:7](=[C:8]3[C:13](=[CH:14][N:15]=2)[CH:12]=[CH:11][C:10]([C:19]([CH3:22])([CH3:21])[CH3:20])=[CH:9]3)[C:6]1=O)([CH3:4])([CH3:3])[CH3:2].P(Cl)(Cl)(Cl)(Cl)[Cl:25].P(Cl)(Cl)(Cl)=O, predict the reaction product. The product is: [C:1]([C:5]1[CH:18]=[CH:17][C:16]2[C:7](=[C:8]3[C:13](=[C:14]([Cl:25])[N:15]=2)[CH:12]=[CH:11][C:10]([C:19]([CH3:22])([CH3:21])[CH3:20])=[CH:9]3)[CH:6]=1)([CH3:4])([CH3:3])[CH3:2]. (8) Given the reactants [Cl:1][C:2]1[CH:10]=[CH:9][CH:8]=[C:7]2[C:3]=1[CH2:4][CH2:5][CH:6]2[N:11]1[C:16](=[O:17])[C:15]([C:18]#[N:19])=[CH:14][N:13]([C:20]2[CH:31]=[CH:30][C:23]3[N:24]([CH3:29])[C:25](=[O:28])[N:26]([CH3:27])[C:22]=3[CH:21]=2)[C:12]1=[O:32].C([Sn](=O)CCCC)CCC.C[Si]([N:47]=[N+:48]=[N-:49])(C)C.C(O)C, predict the reaction product. The product is: [Cl:1][C:2]1[CH:10]=[CH:9][CH:8]=[C:7]2[C:3]=1[CH2:4][CH2:5][CH:6]2[N:11]1[C:16](=[O:17])[C:15]([C:18]2[NH:49][N:48]=[N:47][N:19]=2)=[CH:14][N:13]([C:20]2[CH:31]=[CH:30][C:23]3[N:24]([CH3:29])[C:25](=[O:28])[N:26]([CH3:27])[C:22]=3[CH:21]=2)[C:12]1=[O:32].